From a dataset of Peptide-MHC class II binding affinity with 134,281 pairs from IEDB. Regression. Given a peptide amino acid sequence and an MHC pseudo amino acid sequence, predict their binding affinity value. This is MHC class II binding data. (1) The peptide sequence is KFWGKYLYEIARRHP. The MHC is HLA-DPA10103-DPB10401 with pseudo-sequence HLA-DPA10103-DPB10401. The binding affinity (normalized) is 0.645. (2) The peptide sequence is SGSIISFCGVNSDTVDWS. The MHC is DRB1_1501 with pseudo-sequence DRB1_1501. The binding affinity (normalized) is 0.566. (3) The peptide sequence is GVTVKDVTITAPGDS. The MHC is HLA-DQA10104-DQB10503 with pseudo-sequence HLA-DQA10104-DQB10503. The binding affinity (normalized) is 0.0337. (4) The peptide sequence is AARTAGTTVYGAFAA. The MHC is HLA-DQA10501-DQB10301 with pseudo-sequence HLA-DQA10501-DQB10301. The binding affinity (normalized) is 0.667.